Dataset: Full USPTO retrosynthesis dataset with 1.9M reactions from patents (1976-2016). Task: Predict the reactants needed to synthesize the given product. (1) Given the product [Cl:29][C:30]([N:1]1[C:10]2[C:5](=[CH:6][C:7]3[CH2:15][CH2:14][N:13]([C:16]([O:18][C:19]([CH3:22])([CH3:21])[CH3:20])=[O:17])[CH2:12][CH2:11][C:8]=3[CH:9]=2)[CH2:4][CH2:3][CH2:2]1)=[O:32], predict the reactants needed to synthesize it. The reactants are: [NH:1]1[C:10]2[C:5](=[CH:6][C:7]3[CH2:15][CH2:14][N:13]([C:16]([O:18][C:19]([CH3:22])([CH3:21])[CH3:20])=[O:17])[CH2:12][CH2:11][C:8]=3[CH:9]=2)[CH2:4][CH2:3][CH2:2]1.N1C=CC=CC=1.[Cl:29][C:30](Cl)([O:32]C(=O)OC(Cl)(Cl)Cl)Cl. (2) Given the product [N:16]1[C:17]2[C:22](=[CH:21][CH:20]=[CH:19][CH:18]=2)[CH:23]=[CH:24][C:15]=1[N:12]1[CH2:13][CH2:14][CH:9]([O:8][C:3]2[C:2]([N:25]3[CH2:30][CH2:29][CH:28]([C:31]([O:33][CH3:34])=[O:32])[CH2:27][CH2:26]3)=[N:7][CH:6]=[CH:5][N:4]=2)[CH2:10][CH2:11]1, predict the reactants needed to synthesize it. The reactants are: Cl[C:2]1[C:3]([O:8][CH:9]2[CH2:14][CH2:13][N:12]([C:15]3[CH:24]=[CH:23][C:22]4[C:17](=[CH:18][CH:19]=[CH:20][CH:21]=4)[N:16]=3)[CH2:11][CH2:10]2)=[N:4][CH:5]=[CH:6][N:7]=1.[NH:25]1[CH2:30][CH2:29][CH:28]([C:31]([O:33][CH3:34])=[O:32])[CH2:27][CH2:26]1.C([O-])([O-])=O.[K+].[K+].CC(O)C.